Dataset: Forward reaction prediction with 1.9M reactions from USPTO patents (1976-2016). Task: Predict the product of the given reaction. (1) Given the reactants [Li]CCCC.CC1(C)CCCC(C)(C)N1.[Br:16][C:17]1[CH:22]=[CH:21][CH:20]=[CH:19][C:18]=1[F:23].[CH3:24][N:25]([CH3:33])[CH:26]1[CH2:31][CH2:30][C:29](=[O:32])[CH2:28][CH2:27]1, predict the reaction product. The product is: [Br:16][C:17]1[C:18]([F:23])=[C:19]([C:29]2([OH:32])[CH2:30][CH2:31][CH:26]([N:25]([CH3:33])[CH3:24])[CH2:27][CH2:28]2)[CH:20]=[CH:21][CH:22]=1. (2) Given the reactants C(OC([N:8]1[C:17]2[C:12](=[CH:13][C:14]([O:18][CH2:19][CH2:20][CH2:21][CH2:22][N:23]([CH2:25][CH:26]=[CH2:27])[CH3:24])=[CH:15][CH:16]=2)[CH2:11][CH2:10][CH2:9]1)=O)(C)(C)C.C(O)(C(F)(F)F)=O, predict the reaction product. The product is: [CH2:25]([N:23]([CH3:24])[CH2:22][CH2:21][CH2:20][CH2:19][O:18][C:14]1[CH:13]=[C:12]2[C:17](=[CH:16][CH:15]=1)[NH:8][CH2:9][CH2:10][CH2:11]2)[CH:26]=[CH2:27]. (3) Given the reactants C(OC([NH:8][CH2:9][C@H:10]1[CH2:15][CH2:14][C@H:13]([C:16]([NH:18][C@H:19]([C:50]([NH:52][C:53]2[CH:58]=[CH:57][C:56]([C:59]3[NH:63][N:62]=[C:61]([C:64]([F:74])([F:73])[C:65]([F:72])([F:71])[C:66]([N:68]([CH3:70])[CH3:69])=[O:67])[N:60]=3)=[CH:55][CH:54]=2)=[O:51])[CH2:20][C:21]2[CH:26]=[CH:25][C:24]([C:27]3[CH:32]=[CH:31][C:30]([C:33]([NH:35][CH:36]4[CH2:41][CH2:40][N:39](C(OC(C)(C)C)=O)[CH2:38][CH2:37]4)=[O:34])=[CH:29][C:28]=3[CH3:49])=[CH:23][CH:22]=2)=[O:17])[CH2:12][CH2:11]1)=O)(C)(C)C.[ClH:75].C(#N)C, predict the reaction product. The product is: [ClH:75].[NH2:8][CH2:9][C@H:10]1[CH2:15][CH2:14][C@H:13]([C:16]([NH:18][C@H:19]([C:50]([NH:52][C:53]2[CH:54]=[CH:55][C:56]([C:59]3[NH:63][N:62]=[C:61]([C:64]([F:73])([F:74])[C:65]([F:72])([F:71])[C:66]([N:68]([CH3:70])[CH3:69])=[O:67])[N:60]=3)=[CH:57][CH:58]=2)=[O:51])[CH2:20][C:21]2[CH:26]=[CH:25][C:24]([C:27]3[CH:32]=[CH:31][C:30]([C:33]([NH:35][CH:36]4[CH2:41][CH2:40][NH:39][CH2:38][CH2:37]4)=[O:34])=[CH:29][C:28]=3[CH3:49])=[CH:23][CH:22]=2)=[O:17])[CH2:12][CH2:11]1. (4) Given the reactants C([O:3][C:4](=[O:34])[CH:5]([C:10]1[CH:11]=[C:12]([C:24]2[CH:29]=[CH:28][C:27]([C:30]([F:33])([F:32])[F:31])=[CH:26][CH:25]=2)[CH:13]=[C:14](OS(C(F)(F)F)(=O)=O)[CH:15]=1)[CH2:6][CH:7]([CH3:9])[CH3:8])C.[Cl:35][C:36]1[CH:41]=[CH:40][C:39](B(O)O)=[CH:38][C:37]=1[F:45], predict the reaction product. The product is: [Cl:35][C:36]1[CH:41]=[CH:40][C:39]([C:14]2[CH:15]=[C:10]([CH:5]([CH2:6][CH:7]([CH3:9])[CH3:8])[C:4]([OH:34])=[O:3])[CH:11]=[C:12]([C:24]3[CH:25]=[CH:26][C:27]([C:30]([F:31])([F:32])[F:33])=[CH:28][CH:29]=3)[CH:13]=2)=[CH:38][C:37]=1[F:45]. (5) Given the reactants [C:1]([O:5][C:6]([NH:8][C@H:9]([C:12]([OH:14])=[O:13])[CH2:10][OH:11])=[O:7])([CH3:4])([CH3:3])[CH3:2].[H-].[Na+].Br[CH2:18][C:19]1[CH:20]=[C:21]([CH:26]=[CH:27][CH:28]=1)[C:22]([O:24][CH3:25])=[O:23].CO.C(Cl)Cl, predict the reaction product. The product is: [CH3:25][O:24][C:22]([C:21]1[CH:20]=[C:19]([CH2:18][O:11][CH2:10][C@@H:9]([C:12]([OH:14])=[O:13])[NH:8][C:6]([O:5][C:1]([CH3:4])([CH3:2])[CH3:3])=[O:7])[CH:28]=[CH:27][CH:26]=1)=[O:23].